Dataset: Catalyst prediction with 721,799 reactions and 888 catalyst types from USPTO. Task: Predict which catalyst facilitates the given reaction. (1) Reactant: O[C:2]1([CH2:26][O:27][CH2:28][CH3:29])[CH2:7][CH2:6][N:5]([C:8]2[CH:13]=[CH:12][C:11]([N:14]3[CH2:18][C@H:17]([CH2:19][NH:20][C:21](=[O:23])[CH3:22])[O:16][C:15]3=[O:24])=[CH:10][C:9]=2[F:25])[CH2:4][CH2:3]1.CCN(S(F)(F)[F:36])CC. Product: [F:36][C:2]1([CH2:26][O:27][CH2:28][CH3:29])[CH2:7][CH2:6][N:5]([C:8]2[CH:13]=[CH:12][C:11]([N:14]3[CH2:18][C@H:17]([CH2:19][NH:20][C:21](=[O:23])[CH3:22])[O:16][C:15]3=[O:24])=[CH:10][C:9]=2[F:25])[CH2:4][CH2:3]1. The catalyst class is: 4. (2) Reactant: [N:1]1([C:7]([O:9][C:10]([CH3:13])([CH3:12])[CH3:11])=[O:8])[CH2:6][CH2:5][NH:4][CH2:3][CH2:2]1.F[C:15]1[CH:16]=[C:17]([N+:21]([O-])=O)[CH:18]=[CH:19][CH:20]=1.O. Product: [C:10]([O:9][C:7]([N:1]1[CH2:6][CH2:5][N:4]([C:15]2[CH:16]=[C:17]([CH:18]=[CH:19][CH:20]=2)[NH2:21])[CH2:3][CH2:2]1)=[O:8])([CH3:13])([CH3:12])[CH3:11]. The catalyst class is: 37. (3) Reactant: [F:1][C:2]([F:13])([F:12])[C:3]1[CH:4]=[C:5]([N:9]=[C:10]=[S:11])[CH:6]=[CH:7][CH:8]=1.[NH2:14][CH2:15][C:16]1[C:21]([CH3:22])=[CH:20][CH:19]=[CH:18][C:17]=1[NH2:23]. Product: [NH2:23][C:17]1[CH:18]=[CH:19][CH:20]=[C:21]([CH3:22])[C:16]=1[CH2:15][NH:14][C:10]([NH:9][C:5]1[CH:6]=[CH:7][CH:8]=[C:3]([C:2]([F:12])([F:1])[F:13])[CH:4]=1)=[S:11]. The catalyst class is: 13.